This data is from NCI-60 drug combinations with 297,098 pairs across 59 cell lines. The task is: Regression. Given two drug SMILES strings and cell line genomic features, predict the synergy score measuring deviation from expected non-interaction effect. (1) Drug 1: CCCS(=O)(=O)NC1=C(C(=C(C=C1)F)C(=O)C2=CNC3=C2C=C(C=N3)C4=CC=C(C=C4)Cl)F. Drug 2: CN(CCCl)CCCl.Cl. Cell line: NCI/ADR-RES. Synergy scores: CSS=7.00, Synergy_ZIP=3.76, Synergy_Bliss=2.34, Synergy_Loewe=-3.67, Synergy_HSA=-0.209. (2) Drug 1: C1=NC(=NC(=O)N1C2C(C(C(O2)CO)O)O)N. Drug 2: CC1C(C(CC(O1)OC2CC(OC(C2O)C)OC3=CC4=CC5=C(C(=O)C(C(C5)C(C(=O)C(C(C)O)O)OC)OC6CC(C(C(O6)C)O)OC7CC(C(C(O7)C)O)OC8CC(C(C(O8)C)O)(C)O)C(=C4C(=C3C)O)O)O)O. Cell line: SK-MEL-2. Synergy scores: CSS=49.1, Synergy_ZIP=0.271, Synergy_Bliss=0.316, Synergy_Loewe=-16.9, Synergy_HSA=-2.09. (3) Drug 1: CN(C)C1=NC(=NC(=N1)N(C)C)N(C)C. Cell line: M14. Synergy scores: CSS=-7.85, Synergy_ZIP=4.82, Synergy_Bliss=2.97, Synergy_Loewe=-2.63, Synergy_HSA=-3.37. Drug 2: CN1C(=O)N2C=NC(=C2N=N1)C(=O)N. (4) Drug 1: C1=NC2=C(N1)C(=S)N=CN2. Drug 2: CC1=C(C(=O)C2=C(C1=O)N3CC4C(C3(C2COC(=O)N)OC)N4)N. Cell line: NCIH23. Synergy scores: CSS=54.6, Synergy_ZIP=-3.34, Synergy_Bliss=-3.73, Synergy_Loewe=-16.3, Synergy_HSA=-2.36. (5) Drug 1: C1CCN(CC1)CCOC2=CC=C(C=C2)C(=O)C3=C(SC4=C3C=CC(=C4)O)C5=CC=C(C=C5)O. Drug 2: C(=O)(N)NO. Cell line: MALME-3M. Synergy scores: CSS=2.41, Synergy_ZIP=5.85, Synergy_Bliss=4.36, Synergy_Loewe=1.54, Synergy_HSA=1.32.